Dataset: Peptide-MHC class II binding affinity with 134,281 pairs from IEDB. Task: Regression. Given a peptide amino acid sequence and an MHC pseudo amino acid sequence, predict their binding affinity value. This is MHC class II binding data. (1) The peptide sequence is VIPEWCCRSCTMPPV. The MHC is DRB3_0202 with pseudo-sequence DRB3_0202. The binding affinity (normalized) is 0.510. (2) The peptide sequence is EPRAPWIEQEGPEYW. The MHC is DRB1_0404 with pseudo-sequence DRB1_0404. The binding affinity (normalized) is 0.494. (3) The peptide sequence is ITMLTNGQCQNITVV. The MHC is HLA-DPA10103-DPB10401 with pseudo-sequence HLA-DPA10103-DPB10401. The binding affinity (normalized) is 0.241. (4) The MHC is HLA-DQA10601-DQB10402 with pseudo-sequence HLA-DQA10601-DQB10402. The binding affinity (normalized) is 0.579. The peptide sequence is VGINTRNMTMSMSMI.